From a dataset of Catalyst prediction with 721,799 reactions and 888 catalyst types from USPTO. Predict which catalyst facilitates the given reaction. (1) Reactant: [CH:1]([NH:4][C:5]1[N:10]=[C:9]([C:11]2[C:19]3[C:14](=[N:15][CH:16]=[C:17]([NH:20][C:21]4[CH:26]=[CH:25][CH:24]=[CH:23][CH:22]=4)[CH:18]=3)[N:13](S(C3C=CC(C)=CC=3)(=O)=O)[CH:12]=2)[C:8]([C:37]#[N:38])=[CH:7][N:6]=1)([CH3:3])[CH3:2].O.O[Li].O. Product: [CH:1]([NH:4][C:5]1[N:10]=[C:9]([C:11]2[C:19]3[C:14](=[N:15][CH:16]=[C:17]([NH:20][C:21]4[CH:26]=[CH:25][CH:24]=[CH:23][CH:22]=4)[CH:18]=3)[NH:13][CH:12]=2)[C:8]([C:37]#[N:38])=[CH:7][N:6]=1)([CH3:3])[CH3:2]. The catalyst class is: 1. (2) Reactant: [N:1]1[CH:6]=[CH:5][CH:4]=[CH:3][C:2]=1[CH2:7][OH:8].C1N=CN([C:14](N2C=NC=C2)=[O:15])C=1.[C:21]([O:25][C:26](=[O:51])[NH:27][C:28]1[C:29]([NH:40][C:41](=[O:50])[C:42]2[CH:47]=[CH:46][C:45]([CH2:48][NH2:49])=[CH:44][CH:43]=2)=[N:30][C:31]([C:34]2[CH:39]=[CH:38][CH:37]=[CH:36][CH:35]=2)=[CH:32][CH:33]=1)([CH3:24])([CH3:23])[CH3:22].C1CCN2C(=NCCC2)CC1. Product: [N:1]1[CH:6]=[CH:5][CH:4]=[CH:3][C:2]=1[CH2:7][O:8][C:14](=[O:15])[NH:49][CH2:48][C:45]1[CH:44]=[CH:43][C:42]([C:41]([NH:40][C:29]2[C:28]([NH:27][C:26]([O:25][C:21]([CH3:24])([CH3:22])[CH3:23])=[O:51])=[CH:33][CH:32]=[C:31]([C:34]3[CH:39]=[CH:38][CH:37]=[CH:36][CH:35]=3)[N:30]=2)=[O:50])=[CH:47][CH:46]=1. The catalyst class is: 1. (3) Reactant: ClC1=[C:3]([C:21]([O:23][CH3:24])=[O:22])[NH:4][CH:5]([C:14]2[CH:19]=[CH:18][C:17]([Cl:20])=[CH:16][CH:15]=2)[CH2:6]/[C:7]/1=[N:8]\OS(C)(=O)=O.[CH3:25][NH2:26].[CH2:27]1COCC1. Product: [NH2:26][C:25]1[C:3]([C:21]([O:23][CH3:24])=[O:22])=[N:4][C:5]([C:14]2[CH:19]=[CH:18][C:17]([Cl:20])=[CH:16][CH:15]=2)=[CH:6][C:7]=1[NH:8][CH3:27]. The catalyst class is: 58. (4) Reactant: [CH3:1][O:2][C:3]1[CH:4]=[C:5]([N:12]2[CH2:17][CH2:16][NH:15][CH2:14][CH2:13]2)[CH:6]=[CH:7][C:8]=1[N+:9]([O-:11])=[O:10].I[CH2:19][CH2:20][CH3:21].C(=O)([O-])[O-].[K+].[K+]. Product: [CH3:1][O:2][C:3]1[CH:4]=[C:5]([N:12]2[CH2:17][CH2:16][N:15]([CH2:19][CH2:20][CH3:21])[CH2:14][CH2:13]2)[CH:6]=[CH:7][C:8]=1[N+:9]([O-:11])=[O:10]. The catalyst class is: 10. (5) Reactant: C([O:8][C:9]1[CH:14]=[C:13]([F:15])[CH:12]=[CH:11][C:10]=1[CH:16]([C:18]1[CH:23]=[CH:22][C:21]([O:24][CH3:25])=[CH:20][CH:19]=1)O)C1C=CC=CC=1.Cl. Product: [CH3:25][O:24][C:21]1[CH:20]=[CH:19][C:18]([CH2:16][C:10]2[CH:11]=[CH:12][C:13]([F:15])=[CH:14][C:9]=2[OH:8])=[CH:23][CH:22]=1. The catalyst class is: 293. (6) Reactant: F[P-](F)(F)(F)(F)F.C(N(CC)C=[N+](CC)CC)C.CC(C)([O-])C.[K+].[C:25]([O:29][C:30]([N:32]1[C:36](=[O:37])[CH2:35][CH2:34][C@H:33]1CC1C=CC(C2C=CC=CC=2)=CC=1)=[O:31])([CH3:28])([CH3:27])[CH3:26]. Product: [C:25]([O:29][C:30]([N:32]1[CH2:33][CH2:34][CH2:35][C:36]1=[O:37])=[O:31])([CH3:28])([CH3:26])[CH3:27]. The catalyst class is: 1. (7) Product: [NH:51]1[C:52]2[C:48](=[C:47]([C:2]3[C:10]4[C:9]([NH:11][C@H:12]([C:14]5[N:19]([C:20]6[CH:25]=[CH:24][CH:23]=[CH:22][CH:21]=6)[C:18](=[O:26])[C:17]6=[C:27]([CH3:30])[CH:28]=[CH:29][N:16]6[N:15]=5)[CH3:13])=[N:8][CH:7]=[N:6][C:5]=4[N:4]([CH2:31][O:32][CH2:33][CH2:34][Si:35]([CH3:38])([CH3:37])[CH3:36])[CH:3]=3)[CH:55]=[CH:54][CH:53]=2)[CH:49]=[N:50]1. The catalyst class is: 235. Reactant: Br[C:2]1[C:10]2[C:9]([NH:11][C@H:12]([C:14]3[N:19]([C:20]4[CH:25]=[CH:24][CH:23]=[CH:22][CH:21]=4)[C:18](=[O:26])[C:17]4=[C:27]([CH3:30])[CH:28]=[CH:29][N:16]4[N:15]=3)[CH3:13])=[N:8][CH:7]=[N:6][C:5]=2[N:4]([CH2:31][O:32][CH2:33][CH2:34][Si:35]([CH3:38])([CH3:37])[CH3:36])[CH:3]=1.CC1(C)C(C)(C)OB([C:47]2[CH:55]=[CH:54][CH:53]=[C:52]3[C:48]=2[CH:49]=[N:50][NH:51]3)O1.C(=O)([O-])[O-].[Na+].[Na+]. (8) Reactant: [Cl:1][C:2]1[C:3]([O:12][C:13]2[CH:18]=[C:17]([O:19][CH:20]([CH3:22])[CH3:21])[CH:16]=[CH:15][C:14]=2/[CH:23]=[C:24](\[CH3:30])/[C:25]([O:27]CC)=[O:26])=[N:4][CH:5]=[C:6]([C:8]([F:11])([F:10])[F:9])[CH:7]=1.C(O)C.O.[OH-].[Li+].Cl. The catalyst class is: 132. Product: [Cl:1][C:2]1[C:3]([O:12][C:13]2[CH:18]=[C:17]([O:19][CH:20]([CH3:21])[CH3:22])[CH:16]=[CH:15][C:14]=2/[CH:23]=[C:24](\[CH3:30])/[C:25]([OH:27])=[O:26])=[N:4][CH:5]=[C:6]([C:8]([F:10])([F:9])[F:11])[CH:7]=1.